This data is from Catalyst prediction with 721,799 reactions and 888 catalyst types from USPTO. The task is: Predict which catalyst facilitates the given reaction. (1) Reactant: [CH3:1][O:2][C:3]1[CH:25]=[CH:24][C:6]([CH2:7][N:8]2[C:12]3[N:13]=[CH:14][C:15]4[CH2:16][N:17]([C:21](Cl)=[O:22])[CH2:18][CH2:19][C:20]=4[C:11]=3[CH:10]=[N:9]2)=[CH:5][CH:4]=1.[NH2:26][C:27]1[CH:32]=[CH:31][CH:30]=[CH:29][CH:28]=1. Product: [C:27]1([NH:26][C:21]([N:17]2[CH2:16][C:15]3[CH:14]=[N:13][C:12]4[NH:8][N:9]=[CH:10][C:11]=4[C:20]=3[CH2:19][CH2:18]2)=[O:22])[CH:32]=[CH:31][CH:30]=[CH:29][CH:28]=1.[CH3:1][O:2][C:3]1[CH:25]=[CH:24][C:6]([CH2:7][N:8]2[C:12]3[N:13]=[CH:14][C:15]4[CH2:16][N:17]([C:21]([NH:26][C:27]5[CH:32]=[CH:31][CH:30]=[CH:29][CH:28]=5)=[O:22])[CH2:18][CH2:19][C:20]=4[C:11]=3[CH:10]=[N:9]2)=[CH:5][CH:4]=1. The catalyst class is: 3. (2) Reactant: Cl[C:2]1[C:3]2[C:16]3[CH2:17][CH2:18][CH2:19][CH2:20][C:15]=3[S:14][C:4]=2[N:5]=[C:6]([CH2:8][CH2:9][C:10]([O:12][CH3:13])=[O:11])[N:7]=1.[Cl:21][C:22]1[CH:23]=[C:24]([CH:27]=[CH:28][C:29]=1[O:30][CH3:31])[CH2:25][NH2:26]. Product: [Cl:21][C:22]1[CH:23]=[C:24]([CH:27]=[CH:28][C:29]=1[O:30][CH3:31])[CH2:25][NH:26][C:2]1[C:3]2[C:16]3[CH2:17][CH2:18][CH2:19][CH2:20][C:15]=3[S:14][C:4]=2[N:5]=[C:6]([CH2:8][CH2:9][C:10]([O:12][CH3:13])=[O:11])[N:7]=1. The catalyst class is: 60.